This data is from Forward reaction prediction with 1.9M reactions from USPTO patents (1976-2016). The task is: Predict the product of the given reaction. (1) Given the reactants [Cl:1][C:2]1[CH:7]=[C:6]([Cl:8])[CH:5]=[CH:4][C:3]=1[S:9]([NH:12][C:13]1[CH:14]=[C:15]([C:22]([S:25][C:26]2[CH:31]=[CH:30][C:29]([S:32]([N:35]3[CH2:40][CH2:39][CH2:38][CH2:37][CH2:36]3)(=[O:34])=[O:33])=[CH:28][CH:27]=2)=[CH:23][N:24]=1)[C:16](N(OC)C)=[O:17])(=[O:11])=[O:10].[CH2:41]([Mg]Cl)[CH2:42][CH3:43], predict the reaction product. The product is: [C:16]([C:15]1[C:22]([S:25][C:26]2[CH:27]=[CH:28][C:29]([S:32]([N:35]3[CH2:40][CH2:39][CH2:38][CH2:37][CH2:36]3)(=[O:33])=[O:34])=[CH:30][CH:31]=2)=[CH:23][N:24]=[C:13]([NH:12][S:9]([C:3]2[CH:4]=[CH:5][C:6]([Cl:8])=[CH:7][C:2]=2[Cl:1])(=[O:10])=[O:11])[CH:14]=1)(=[O:17])[CH2:41][CH2:42][CH3:43]. (2) Given the reactants [Cl:1][C:2]1[N:3]=[C:4]([Cl:11])[C:5]2[CH:10]=[CH:9][NH:8][C:6]=2[N:7]=1.C(N(CC)CC)C.[CH:19]1(B(O)O)[CH2:21][CH2:20]1, predict the reaction product. The product is: [Cl:1][C:2]1[N:3]=[C:4]([Cl:11])[C:5]2[CH:10]=[CH:9][N:8]([CH:19]3[CH2:21][CH2:20]3)[C:6]=2[N:7]=1.